This data is from Forward reaction prediction with 1.9M reactions from USPTO patents (1976-2016). The task is: Predict the product of the given reaction. (1) Given the reactants [Si:1]([O:8][CH2:9][C@H:10]([OH:38])[CH2:11][NH:12][C:13]1[C:18]([F:19])=[CH:17][N:16]=[C:15]([C:20]2[CH:24]=[C:23]([C:25]3[CH:29]=[CH:28][O:27][N:26]=3)[N:22]([CH2:30][C:31]3[CH:36]=[CH:35][CH:34]=[CH:33][C:32]=3[F:37])[N:21]=2)[N:14]=1)([C:4]([CH3:7])([CH3:6])[CH3:5])([CH3:3])[CH3:2].CC1C=CC=C(C)N=1.Cl[C:48](Cl)([O:50]C(=O)OC(Cl)(Cl)Cl)Cl.C(=O)([O-])N, predict the reaction product. The product is: [Si:1]([O:8][CH2:9][C@@H:10]1[O:38][C:48](=[O:50])[N:12]([C:13]2[C:18]([F:19])=[CH:17][N:16]=[C:15]([C:20]3[CH:24]=[C:23]([C:25]4[CH:29]=[CH:28][O:27][N:26]=4)[N:22]([CH2:30][C:31]4[CH:36]=[CH:35][CH:34]=[CH:33][C:32]=4[F:37])[N:21]=3)[N:14]=2)[CH2:11]1)([C:4]([CH3:7])([CH3:6])[CH3:5])([CH3:2])[CH3:3]. (2) Given the reactants C(OC(=O)[NH:7][C:8]1[CH:13]=[CH:12][C:11]([C:14]([F:17])([F:16])[F:15])=[CH:10][C:9]=1[NH:18][C:19](=[O:36])[CH2:20][C:21]([C:23]1[CH:28]=[CH:27][CH:26]=[C:25]([C:29]2[CH:34]=[CH:33][N:32]=[C:31]([CH3:35])[CH:30]=2)[CH:24]=1)=O)(C)(C)C.C(O)(C(F)(F)F)=O, predict the reaction product. The product is: [CH3:35][C:31]1[CH:30]=[C:29]([C:25]2[CH:24]=[C:23]([C:21]3[CH2:20][C:19](=[O:36])[NH:18][C:9]4[CH:10]=[C:11]([C:14]([F:17])([F:16])[F:15])[CH:12]=[CH:13][C:8]=4[N:7]=3)[CH:28]=[CH:27][CH:26]=2)[CH:34]=[CH:33][N:32]=1. (3) Given the reactants [CH2:1]([O:8][C:9]1[CH:10]=[CH:11][C:12]([C:20](=[O:23])[CH2:21][Br:22])=[C:13]2[C:18]=1[NH:17][C:16](=[O:19])[CH:15]=[CH:14]2)[C:2]1[CH:7]=[CH:6][CH:5]=[CH:4][CH:3]=1.O1CCCC1.B.CO, predict the reaction product. The product is: [CH2:1]([O:8][C:9]1[CH:10]=[CH:11][C:12]([C@@H:20]([OH:23])[CH2:21][Br:22])=[C:13]2[C:18]=1[NH:17][C:16](=[O:19])[CH:15]=[CH:14]2)[C:2]1[CH:3]=[CH:4][CH:5]=[CH:6][CH:7]=1. (4) Given the reactants [CH3:1][C:2]([O:5][C:6]([NH:8][C:9]1[CH:14]=[CH:13][C:12]([C:15]2[S:16][CH:17]=[CH:18][CH:19]=2)=[CH:11][C:10]=1[NH:20][C:21]([C:23]1[CH:32]=[CH:31][C:26]([C:27]([O:29]C)=[O:28])=[CH:25][CH:24]=1)=[O:22])=[O:7])([CH3:4])[CH3:3].O.CO.[Li+].[OH-], predict the reaction product. The product is: [CH3:4][C:2]([O:5][C:6]([NH:8][C:9]1[CH:14]=[CH:13][C:12]([C:15]2[S:16][CH:17]=[CH:18][CH:19]=2)=[CH:11][C:10]=1[NH:20][C:21]([C:23]1[CH:24]=[CH:25][C:26]([C:27]([OH:29])=[O:28])=[CH:31][CH:32]=1)=[O:22])=[O:7])([CH3:1])[CH3:3]. (5) Given the reactants CC[O:3][C:4]([C:6]1[CH:7]=[CH:8][C:9]([N:12](CC(O)C)CC(O)C)=[CH:10][CH:11]=1)=[O:5].CCCCC(COC(C1C=CC(N(C)C)=CC=1)=O)CC, predict the reaction product. The product is: [CH:7]1[C:6]([C:4]([OH:5])=[O:3])=[CH:11][CH:10]=[C:9]([NH2:12])[CH:8]=1.